This data is from Full USPTO retrosynthesis dataset with 1.9M reactions from patents (1976-2016). The task is: Predict the reactants needed to synthesize the given product. (1) Given the product [C:4]([OH:6])(=[O:5])[C:3]1[C:2](=[CH:10][CH:9]=[CH:8][CH:7]=1)[OH:1], predict the reactants needed to synthesize it. The reactants are: [OH:1][C:2]1[CH:10]=[CH:9][C:8](O)=[CH:7][C:3]=1[C:4]([OH:6])=[O:5].S(=O)(=O)(O)O.C(O)(C)(C)C. (2) The reactants are: FC(F)(F)C(O)=O.[O:8]1[CH2:13][CH2:12][CH:11]([C:14]([N:16]2[CH2:21][CH2:20][N:19]([CH2:22][C:23]3[CH:24]=[C:25]4[C:30](=[CH:31][CH:32]=3)[CH2:29][N:28](C(OC(C)(C)C)=O)[CH2:27][CH2:26]4)[CH2:18][CH2:17]2)=[O:15])[CH2:10][CH2:9]1. Given the product [CH2:29]1[C:30]2[C:25](=[CH:24][C:23]([CH2:22][N:19]3[CH2:18][CH2:17][N:16]([C:14]([CH:11]4[CH2:12][CH2:13][O:8][CH2:9][CH2:10]4)=[O:15])[CH2:21][CH2:20]3)=[CH:32][CH:31]=2)[CH2:26][CH2:27][NH:28]1, predict the reactants needed to synthesize it. (3) Given the product [ClH:21].[S:17]1[CH:18]=[CH:19][N:20]=[C:16]1[N:12]1[CH2:11][CH:10]2[CH:14]([CH2:15][NH:8][CH2:9]2)[CH2:13]1, predict the reactants needed to synthesize it. The reactants are: C(OC([N:8]1[CH2:15][CH:14]2[CH:10]([CH2:11][N:12]([C:16]3[S:17][CH:18]=[CH:19][N:20]=3)[CH2:13]2)[CH2:9]1)=O)(C)(C)C.[ClH:21]. (4) Given the product [CH3:12][C:2]1[N:10]=[C:9]2[C:5]([NH:6][CH:7]=[N:8]2)=[C:4]([Cl:11])[N:3]=1, predict the reactants needed to synthesize it. The reactants are: I[C:2]1[N:10]=[C:9]2[C:5]([NH:6][CH:7]=[N:8]2)=[C:4]([Cl:11])[N:3]=1.[CH3:12][Mg]Cl. (5) Given the product [Cl:1][C:2]1[CH:3]=[CH:4][C:5]([C:8]2([C:11]3[C:20]4[C:15](=[CH:16][CH:17]=[C:18]([OH:21])[CH:19]=4)[CH2:14][CH2:13][N:12]=3)[CH2:10][CH2:9]2)=[CH:6][CH:7]=1, predict the reactants needed to synthesize it. The reactants are: [Cl:1][C:2]1[CH:7]=[CH:6][C:5]([C:8]2([C:11]3[C:20]4[C:15](=[CH:16][CH:17]=[C:18]([O:21]C)[CH:19]=4)[CH2:14][CH2:13][N:12]=3)[CH2:10][CH2:9]2)=[CH:4][CH:3]=1.B(Br)(Br)Br.CO.C(=O)(O)[O-].[Na+].